Dataset: Reaction yield outcomes from USPTO patents with 853,638 reactions. Task: Predict the reaction yield, written as a fraction of the theoretical maximum amount of product (1.0 means a 100% yield; for example, 0.34 means a 34% yield). (1) The reactants are [N:1](OCCC(C)C)=O.[CH2:9]([O:11][C:12](=[O:35])[C@@H:13]([CH2:20][C:21]1[CH:26]=[C:25]([Br:27])[C:24]([NH2:28])=[C:23]([CH3:29])[C:22]=1[CH2:30][O:31][C:32](=[O:34])[CH3:33])[CH2:14][C:15]([O:17][CH2:18][CH3:19])=[O:16])[CH3:10].C([O-])(=O)C.[K+]. The catalyst is C(O)(=O)C.C1(C)C=CC=CC=1. The product is [CH2:9]([O:11][C:12](=[O:35])[C@@H:13]([CH2:20][C:21]1[C:22]([CH2:30][O:31][C:32](=[O:34])[CH3:33])=[C:23]2[C:24](=[C:25]([Br:27])[CH:26]=1)[NH:28][N:1]=[CH:29]2)[CH2:14][C:15]([O:17][CH2:18][CH3:19])=[O:16])[CH3:10]. The yield is 0.770. (2) The reactants are [Br:1][C:2]1[C:11]([O:12]C)=[CH:10][CH:9]=[C:8]2[C:3]=1[CH:4]=[CH:5][C:6]([CH3:14])=[N:7]2. The catalyst is Br. The product is [Br:1][C:2]1[C:11]([OH:12])=[CH:10][CH:9]=[C:8]2[C:3]=1[CH:4]=[CH:5][C:6]([CH3:14])=[N:7]2. The yield is 0.920.